Dataset: Reaction yield outcomes from USPTO patents with 853,638 reactions. Task: Predict the reaction yield, written as a fraction of the theoretical maximum amount of product (1.0 means a 100% yield; for example, 0.34 means a 34% yield). The reactants are [CH2:1]([O:3][C:4]([C:6]1[CH2:10][C:9]([O-:11])=[C:8](C(OC)=O)[C:7]=1[CH2:16][CH3:17])=[O:5])[CH3:2].[Na+].[Cl-].[K+].CC(O)=O.C([O-])(O)=O.[Na+]. The catalyst is O.C1(C)C=CC=CC=1. The product is [CH2:16]([C:7]1[CH:6]([C:4]([O:3][CH2:1][CH3:2])=[O:5])[CH2:10][C:9](=[O:11])[CH:8]=1)[CH3:17]. The yield is 0.690.